From a dataset of Forward reaction prediction with 1.9M reactions from USPTO patents (1976-2016). Predict the product of the given reaction. (1) Given the reactants [Cl:1][C:2]1[CH:3]=[C:4]2[C:8](=[CH:9][CH:10]=1)[N:7]([CH3:11])[C:6]([CH:12]([NH:19][C:20]1[CH:25]=[CH:24][C:23]([C:26]([NH:28][CH2:29][CH2:30][C:31]([O:33]CC)=[O:32])=[O:27])=[CH:22][CH:21]=1)[CH2:13][CH2:14][CH2:15][CH2:16][CH2:17][CH3:18])=[CH:5]2.O1CCCC1.[OH-].[Na+], predict the reaction product. The product is: [Cl:1][C:2]1[CH:3]=[C:4]2[C:8](=[CH:9][CH:10]=1)[N:7]([CH3:11])[C:6]([C@@H:12]([NH:19][C:20]1[CH:21]=[CH:22][C:23]([C:26]([NH:28][CH2:29][CH2:30][C:31]([OH:33])=[O:32])=[O:27])=[CH:24][CH:25]=1)[CH2:13][CH2:14][CH2:15][CH2:16][CH2:17][CH3:18])=[CH:5]2. (2) Given the reactants Br[CH2:2][C:3]1[S:11][C:10]2[C:9]([N:12]3[CH2:17][CH2:16][O:15][CH2:14][CH2:13]3)=[N:8][C:7]([Cl:18])=[N:6][C:5]=2[CH:4]=1.[CH3:19][S:20]([CH2:23][CH2:24][CH2:25][NH2:26])(=[O:22])=[O:21].C(=O)([O-])[O-].[K+].[K+], predict the reaction product. The product is: [Cl:18][C:7]1[N:8]=[C:9]([N:12]2[CH2:17][CH2:16][O:15][CH2:14][CH2:13]2)[C:10]2[S:11][C:3]([CH2:2][NH:26][CH2:25][CH2:24][CH2:23][S:20]([CH3:19])(=[O:22])=[O:21])=[CH:4][C:5]=2[N:6]=1. (3) Given the reactants [N+:1]([C:4]1[CH:5]=[CH:6][C:7]([O:10][C:11]2[CH:16]=[CH:15][C:14]([C:17]([N:19]3[CH2:24][CH2:23][N:22]([CH2:25][C:26]4[CH:34]=[CH:33][C:32]5[O:31][CH2:30][O:29][C:28]=5[CH:27]=4)[CH2:21][CH2:20]3)=[O:18])=[CH:13][CH:12]=2)=[N:8][CH:9]=1)([O-])=O.C(O)C, predict the reaction product. The product is: [NH2:1][C:4]1[CH:5]=[CH:6][C:7]([O:10][C:11]2[CH:12]=[CH:13][C:14]([C:17]([N:19]3[CH2:20][CH2:21][N:22]([CH2:25][C:26]4[CH:34]=[CH:33][C:32]5[O:31][CH2:30][O:29][C:28]=5[CH:27]=4)[CH2:23][CH2:24]3)=[O:18])=[CH:15][CH:16]=2)=[N:8][CH:9]=1. (4) Given the reactants C(OC(=O)[N:7]([C:19]1[CH:24]=[CH:23][C:22]([CH:25]([C:27]2[C:35]3[C:30](=[N:31][CH:32]=[C:33]([O:36][CH3:37])[CH:34]=3)[N:29]([S:38]([C:41]3[CH:46]=[CH:45][CH:44]=[CH:43][CH:42]=3)(=[O:40])=[O:39])[CH:28]=2)O)=[C:21]([F:47])[N:20]=1)[CH2:8][C:9]1[CH:10]=[N:11][C:12]([C:15]([F:18])([F:17])[F:16])=[CH:13][CH:14]=1)(C)(C)C.C([SiH](CC)CC)C.FC(F)(F)C(O)=O.C(=O)([O-])[O-].[K+].[K+], predict the reaction product. The product is: [C:41]1([S:38]([N:29]2[C:30]3=[N:31][CH:32]=[C:33]([O:36][CH3:37])[CH:34]=[C:35]3[C:27]([CH2:25][C:22]3[CH:23]=[CH:24][C:19]([NH:7][CH2:8][C:9]4[CH:10]=[N:11][C:12]([C:15]([F:16])([F:17])[F:18])=[CH:13][CH:14]=4)=[N:20][C:21]=3[F:47])=[CH:28]2)(=[O:39])=[O:40])[CH:42]=[CH:43][CH:44]=[CH:45][CH:46]=1. (5) The product is: [C:1]([O:5][C@@H:6]([C@H:8]1[CH2:12][O:11][C:10](=[O:13])[N:9]1[C:14]1[CH:19]=[C:18]([Cl:20])[N:17]=[C:16]([NH:36][C@H:34]([C:31]2[CH:30]=[C:29]([C:26]3[CH:27]=[CH:28][C:23]([Cl:22])=[CH:24][CH:25]=3)[O:33][N:32]=2)[CH3:35])[N:15]=1)[CH3:7])([CH3:4])([CH3:3])[CH3:2]. Given the reactants [C:1]([O:5][C@@H:6]([C@H:8]1[CH2:12][O:11][C:10](=[O:13])[N:9]1[C:14]1[CH:19]=[C:18]([Cl:20])[N:17]=[C:16](Cl)[N:15]=1)[CH3:7])([CH3:4])([CH3:3])[CH3:2].[Cl:22][C:23]1[CH:28]=[CH:27][C:26]([C:29]2[O:33][N:32]=[C:31]([C@@H:34]([NH2:36])[CH3:35])[CH:30]=2)=[CH:25][CH:24]=1.C(N(C(C)C)C(C)C)C, predict the reaction product. (6) Given the reactants C[O:2][C:3]([C:5]1[CH:14]=[CH:13][C:12]2[CH2:11][CH2:10][C:9]([CH3:16])([CH3:15])[CH2:8][C:7]=2[N:6]=1)=[O:4].O.[OH-].[Li+].Cl, predict the reaction product. The product is: [CH3:15][C:9]1([CH3:16])[CH2:8][C:7]2[N:6]=[C:5]([C:3]([OH:4])=[O:2])[CH:14]=[CH:13][C:12]=2[CH2:11][CH2:10]1.